This data is from Forward reaction prediction with 1.9M reactions from USPTO patents (1976-2016). The task is: Predict the product of the given reaction. Given the reactants [CH2:1]([N:8]=[C:9]=[O:10])[CH2:2][CH2:3][CH2:4][CH2:5][CH2:6][CH3:7].[Br:11][C:12]1[CH:13]=[C:14](CN)[CH:15]=[CH:16][CH:17]=1.[CH2:20]([N:22](CC)CC)C.O, predict the reaction product. The product is: [Br:11][C:12]1[CH:13]=[C:14]([N:22]([CH3:20])[C:9]([NH:8][CH2:1][CH2:2][CH2:3][CH2:4][CH2:5][CH2:6][CH3:7])=[O:10])[CH:15]=[CH:16][CH:17]=1.